Dataset: Full USPTO retrosynthesis dataset with 1.9M reactions from patents (1976-2016). Task: Predict the reactants needed to synthesize the given product. (1) The reactants are: C(OC([N:8]1[C:12]2[N:13]=[CH:14][N:15]=[C:16]([N:17]3[CH2:24][C:21]4([CH2:23][CH2:22]4)[N:20]([S:25](=[O:46])(=[O:45])[N:26]([CH2:36][CH2:37][O:38]C4CCCCO4)[CH2:27][CH2:28][O:29]C4CCCCO4)[CH2:19][CH2:18]3)[C:11]=2[CH:10]=[CH:9]1)=O)(C)(C)C.C(O)(C(F)(F)F)=O.O.C([O-])(O)=O.[Na+]. Given the product [OH:29][CH2:28][CH2:27][N:26]([CH2:36][CH2:37][OH:38])[S:25]([N:20]1[CH2:19][CH2:18][N:17]([C:16]2[C:11]3[CH:10]=[CH:9][NH:8][C:12]=3[N:13]=[CH:14][N:15]=2)[CH2:24][C:21]21[CH2:23][CH2:22]2)(=[O:46])=[O:45], predict the reactants needed to synthesize it. (2) Given the product [CH2:18]([O:25][C:26]1[C:27]([Cl:36])=[CH:28][C:29]([C:30]([N:4]2[C:5]3[CH:10]=[CH:9][CH:8]=[CH:7][C:6]=3[S:1][CH2:2][CH2:3]2)=[O:31])=[CH:33][C:34]=1[Cl:35])[C:19]1[CH:20]=[CH:21][CH:22]=[CH:23][CH:24]=1, predict the reactants needed to synthesize it. The reactants are: [S:1]1[C:6]2[CH:7]=[CH:8][CH:9]=[CH:10][C:5]=2[NH:4][CH2:3][CH2:2]1.C(N(CC)CC)C.[CH2:18]([O:25][C:26]1[C:34]([Cl:35])=[CH:33][C:29]([C:30](Cl)=[O:31])=[CH:28][C:27]=1[Cl:36])[C:19]1[CH:24]=[CH:23][CH:22]=[CH:21][CH:20]=1. (3) Given the product [CH3:38][N:13]([CH3:12])[C:14]([CH2:16][CH2:17][C:18]1[C:19]([S:26]([C:29]2[CH:30]=[C:31]([CH:35]=[CH:36][CH:37]=2)[C:32]([OH:34])=[O:33])(=[O:28])=[O:27])=[C:20]([CH3:25])[NH:21][C:22]=1/[CH:23]=[C:5]1\[C:6](=[O:11])[NH:7][C:8]2[C:4]\1=[CH:3][C:2]([F:1])=[CH:10][CH:9]=2)=[O:15], predict the reactants needed to synthesize it. The reactants are: [F:1][C:2]1[CH:3]=[C:4]2[C:8](=[CH:9][CH:10]=1)[NH:7][C:6](=[O:11])[CH2:5]2.[CH3:12][N:13]([CH3:38])[C:14]([CH2:16][CH2:17][C:18]1[C:19]([S:26]([C:29]2[CH:30]=[C:31]([CH:35]=[CH:36][CH:37]=2)[C:32]([OH:34])=[O:33])(=[O:28])=[O:27])=[C:20]([CH3:25])[NH:21][C:22]=1[CH:23]=O)=[O:15].N1CCCCC1. (4) Given the product [Cl:16][C:17]1[CH:26]=[CH:25][C:24]([F:27])=[C:23]2[C:18]=1[CH:19]=[C:20]([C:28]1[C:29]([NH2:43])=[N:30][CH:31]=[C:32]([C:2]3[CH:3]=[N:4][N:5]([CH:7]4[CH2:13][CH:12]5[N:14]([CH3:15])[CH:9]([CH2:10][CH2:11]5)[CH2:8]4)[CH:6]=3)[CH:33]=1)[N:21]=[CH:22]2, predict the reactants needed to synthesize it. The reactants are: I[C:2]1[CH:3]=[N:4][N:5]([CH:7]2[CH2:13][CH:12]3[N:14]([CH3:15])[CH:9]([CH2:10][CH2:11]3)[CH2:8]2)[CH:6]=1.[Cl:16][C:17]1[CH:26]=[CH:25][C:24]([F:27])=[C:23]2[C:18]=1[CH:19]=[C:20]([C:28]1[C:29]([NH2:43])=[N:30][CH:31]=[C:32](B3OC(C)(C)C(C)(C)O3)[CH:33]=1)[N:21]=[CH:22]2.C(=O)([O-])[O-].[K+].[K+]. (5) Given the product [F:32][CH:30]([F:31])[C:22]1[C:23]2[C:28](=[CH:27][C:26]([F:29])=[CH:25][CH:24]=2)[N:20]([S:17]([C:15]2[CH:14]=[CH:13][C:12]([O:33][CH3:34])=[C:11]([CH:8]3[CH2:9][CH2:10][NH:5][CH2:6][CH2:7]3)[CH:16]=2)(=[O:19])=[O:18])[CH:21]=1, predict the reactants needed to synthesize it. The reactants are: ClC(Cl)(Cl)C([N:5]1[CH2:10][CH2:9][CH:8]([C:11]2[CH:16]=[C:15]([S:17]([N:20]3[C:28]4[C:23](=[CH:24][CH:25]=[C:26]([F:29])[CH:27]=4)[C:22]([CH:30]([F:32])[F:31])=[CH:21]3)(=[O:19])=[O:18])[CH:14]=[CH:13][C:12]=2[O:33][CH3:34])[CH2:7][CH2:6]1)=O.[OH-].[K+]. (6) Given the product [C:1]([O:5][C:6]([C:8]1[CH:13]=[CH:12][C:11]([C:14]2[C:15]([C:29]([O:31][CH2:32][CH3:33])=[O:30])=[N:16][N:17]([C:23]3[CH:28]=[CH:27][C:26]([O:46][C:47]4[CH:52]=[CH:51][CH:50]=[CH:49][CH:48]=4)=[CH:25][CH:24]=3)[C:18]=2[CH2:19][CH2:20][CH2:21][CH3:22])=[C:10]([C:34]([N:36]2[CH2:45][CH2:44][C:43]3[C:38](=[CH:39][CH:40]=[CH:41][CH:42]=3)[CH2:37]2)=[O:35])[CH:9]=1)=[O:7])([CH3:3])([CH3:4])[CH3:2], predict the reactants needed to synthesize it. The reactants are: [C:1]([O:5][C:6]([C:8]1[CH:13]=[CH:12][C:11]([C:14]2[C:15]([C:29]([O:31][CH2:32][CH3:33])=[O:30])=[N:16][N:17]([C:23]3[CH:28]=[CH:27][CH:26]=[CH:25][CH:24]=3)[C:18]=2[CH2:19][CH2:20][CH2:21][CH3:22])=[C:10]([C:34]([N:36]2[CH2:45][CH2:44][C:43]3[C:38](=[CH:39][CH:40]=[CH:41][CH:42]=3)[CH2:37]2)=[O:35])[CH:9]=1)=[O:7])([CH3:4])([CH3:3])[CH3:2].[O:46](C1C=CC(N/N=C/C(OCC)=O)=CC=1)[C:47]1[CH:52]=[CH:51][CH:50]=[CH:49][CH:48]=1.[N+](C(CCCC)=CC1C=CC(C(OC(C)(C)C)=O)=CC=1C(N1CCC2C(=CC=CC=2)C1)=O)([O-])=O.